This data is from NCI-60 drug combinations with 297,098 pairs across 59 cell lines. The task is: Regression. Given two drug SMILES strings and cell line genomic features, predict the synergy score measuring deviation from expected non-interaction effect. (1) Cell line: RPMI-8226. Drug 1: CCC(=C(C1=CC=CC=C1)C2=CC=C(C=C2)OCCN(C)C)C3=CC=CC=C3.C(C(=O)O)C(CC(=O)O)(C(=O)O)O. Drug 2: C1CC(=O)NC(=O)C1N2C(=O)C3=CC=CC=C3C2=O. Synergy scores: CSS=-0.707, Synergy_ZIP=2.24, Synergy_Bliss=1.60, Synergy_Loewe=2.86, Synergy_HSA=-2.47. (2) Synergy scores: CSS=1.65, Synergy_ZIP=2.44, Synergy_Bliss=6.20, Synergy_Loewe=0.601, Synergy_HSA=0.412. Drug 1: CN1C2=C(C=C(C=C2)N(CCCl)CCCl)N=C1CCCC(=O)O.Cl. Drug 2: CC12CCC3C(C1CCC2O)C(CC4=C3C=CC(=C4)O)CCCCCCCCCS(=O)CCCC(C(F)(F)F)(F)F. Cell line: LOX IMVI. (3) Drug 1: CC1=CC=C(C=C1)C2=CC(=NN2C3=CC=C(C=C3)S(=O)(=O)N)C(F)(F)F. Drug 2: CCCCCOC(=O)NC1=NC(=O)N(C=C1F)C2C(C(C(O2)C)O)O. Cell line: HCT116. Synergy scores: CSS=0.324, Synergy_ZIP=-1.13, Synergy_Bliss=-3.90, Synergy_Loewe=0.0653, Synergy_HSA=-3.98.